Dataset: Full USPTO retrosynthesis dataset with 1.9M reactions from patents (1976-2016). Task: Predict the reactants needed to synthesize the given product. (1) The reactants are: Cl[C:2]1[CH:7]=[C:6]([Cl:8])[N:5]=[C:4]([NH2:9])[N:3]=1.[CH:10]1([C@H:13]([NH2:15])[CH3:14])[CH2:12][CH2:11]1.CCN(C(C)C)C(C)C. Given the product [Cl:8][C:6]1[N:5]=[C:4]([NH2:9])[N:3]=[C:2]([NH:15][C@@H:13]([CH:10]2[CH2:12][CH2:11]2)[CH3:14])[CH:7]=1, predict the reactants needed to synthesize it. (2) Given the product [S:7]([OH:10])([O:5][CH2:4][CH2:3][CH2:2][NH2:1])(=[O:9])=[O:8], predict the reactants needed to synthesize it. The reactants are: [NH2:1][CH2:2][CH2:3][CH2:4][OH:5].Cl[S:7]([OH:10])(=[O:9])=[O:8]. (3) The reactants are: [C:1]1([CH3:17])[CH:6]=[CH:5][CH:4]=[C:3]([C:7]2[N:12]=[CH:11][C:10]([NH:13]C(=O)C)=[CH:9][CH:8]=2)[CH:2]=1.F[B-](F)(F)F.[Cl:23][C:24]1[CH:29]=[CH:28][C:27]([I+]C2C(C)=CC(C)=CC=2C)=[CH:26][CH:25]=1. Given the product [Cl:23][C:24]1[CH:29]=[CH:28][C:27]([C:4]2[CH:5]=[CH:6][C:1]([CH3:17])=[CH:2][C:3]=2[C:7]2[N:12]=[CH:11][C:10]([NH2:13])=[CH:9][CH:8]=2)=[CH:26][CH:25]=1, predict the reactants needed to synthesize it. (4) Given the product [NH2:2][CH:3]1[C:9]2[CH:10]=[CH:11][CH2:12][CH2:13][C:8]=2[CH2:7][CH2:6][N:5]([CH3:14])[C:4]1=[O:15], predict the reactants needed to synthesize it. The reactants are: O[N:2]=[C:3]1[C:9]2[CH:10]=[CH:11][CH2:12][CH2:13][C:8]=2[CH2:7][CH2:6][N:5]([CH3:14])[C:4]1=[O:15].C(O)C.Cl.[OH-].[Na+]. (5) Given the product [OH:12][C:13]([CH3:14])([CH3:15])[C:16]#[C:18][C:78]1[CH:79]=[CH:80][C:81]2[O:87][CH2:86][CH2:85][N:84]3[C:88]([CH2:94][N:95]4[CH:99]=[CH:98][N:97]=[C:96]4[CH3:100])=[C:89]([C:91]([NH2:93])=[O:92])[N:90]=[C:83]3[C:82]=2[CH:101]=1, predict the reactants needed to synthesize it. The reactants are: N(C([O:12][C:13]([CH3:16])([CH3:15])[CH3:14])=O)=NC(OC(C)(C)C)=O.Br[C:18]1C=CC2OCCN3C(CO)=C(I)N=C3C=2C=1.CC1NC=CN=1.C1(P(C2C=CC=CC=2)C2C=CC=CC=2)C=CC=CC=1.N1C(C(N)=O)=CN2C=1C1C=CC=CC=1OCC2.Br[C:78]1[CH:79]=[CH:80][C:81]2[O:87][CH2:86][CH2:85][N:84]3[C:88]([CH2:94][N:95]4[CH:99]=[CH:98][N:97]=[C:96]4[CH3:100])=[C:89]([C:91]([NH2:93])=[O:92])[N:90]=[C:83]3[C:82]=2[CH:101]=1.CC(O)(C#C)C. (6) Given the product [Br:7][C:8]1[N:13]=[C:12]([NH:14][C:3](=[O:4])[CH:2]([CH3:6])[CH3:1])[CH:11]=[CH:10][CH:9]=1, predict the reactants needed to synthesize it. The reactants are: [CH3:1][CH:2]([CH3:6])[C:3](Cl)=[O:4].[Br:7][C:8]1[N:13]=[C:12]([NH2:14])[CH:11]=[CH:10][CH:9]=1. (7) Given the product [CH2:1]([O:3][CH:4]1[C:9](=[O:10])[CH2:8][CH2:7][N:6]([C:14]([O:16][C:17]([CH3:18])([CH3:20])[CH3:19])=[O:15])[CH2:5]1)[CH3:2], predict the reactants needed to synthesize it. The reactants are: [CH2:1]([O:3][CH:4]1[C:9](OC)([O:10]C)[CH2:8][CH2:7][N:6]([C:14]([O:16][C:17]([CH3:20])([CH3:19])[CH3:18])=[O:15])[CH2:5]1)[CH3:2].O.C(O)(C(F)(F)F)=O.C(OC(OC(C)(C)C)=O)(OC(C)(C)C)=O. (8) Given the product [O:3]1[C:8]2=[CH:9][CH:10]=[CH:11][C:7]2=[CH:6][C:5]([CH:12]2[CH2:17][CH2:16][CH2:15][CH2:14][N:13]2[CH2:18][CH2:19][C@H:20]2[CH2:21][CH2:22][C@H:23]([NH:26][C:32](=[O:33])[C:31]3[CH:35]=[CH:36][C:28]([CH3:27])=[N:29][CH:30]=3)[CH2:24][CH2:25]2)=[CH:4]1, predict the reactants needed to synthesize it. The reactants are: Cl.Cl.[O:3]1[C:8]2=[CH:9][CH:10]=[CH:11][C:7]2=[CH:6][C:5]([CH:12]2[CH2:17][CH2:16][CH2:15][CH2:14][N:13]2[CH2:18][CH2:19][C@H:20]2[CH2:25][CH2:24][C@H:23]([NH2:26])[CH2:22][CH2:21]2)=[CH:4]1.[CH3:27][C:28]1[CH:36]=[CH:35][C:31]([C:32](O)=[O:33])=[CH:30][N:29]=1.